Binary Classification. Given a miRNA mature sequence and a target amino acid sequence, predict their likelihood of interaction. From a dataset of Experimentally validated miRNA-target interactions with 360,000+ pairs, plus equal number of negative samples. (1) The miRNA is hsa-miR-433-5p with sequence UACGGUGAGCCUGUCAUUAUUC. The protein sequence of the target gene is MQKPSGLKPPGRGGKHSSPMGRTSTGSASSSAAVAASSKEGSPLHKQSSGPSSSPAAAAAPEKPGPKAAEVGDDFLGDFVVGERVWVNGVKPGVVQYLGETQFAPGQWAGVVLDDPVGKNDGAVGGVRYFECPALQGIFTRPSKLTRQPTAEGSGSDAHSVESLTAQNLSLHSGTATPPLTSRVIPLRESVLNSSVKTGNESGSNLSDSGSVKRGEKDLRLGDRVLVGGTKTGVVRYVGETDFAKGEWCGVELDEPLGKNDGAVAGTRYFQCPPKFGLFAPIHKVIRIGFPSTSPAKAKK.... Result: 0 (no interaction). (2) Result: 0 (no interaction). The protein sequence of the target gene is MNSQPQTRSPFFQRPQIQPPRATIPNSSPSIRPGAQTPTAVYQANQHIMMVNHLPMPYPVPQGPQYCIPQYRHSGPPYVGPPQQYPVQPPGPGPFYPGPGPGDFPNAYGTPFYPSQPVYQSAPIIVPTQQQPPPAKREKKTIRIRDPNQGGKDITEEIMSGGGSRNPTPPIGRPTSTPTPPQQLPSQVPEHSPVVYGTVESAHLAASTPVTAASDQKQEEKPKPDPVLKSPSPVLRLVLSGEKKEQEGQTSETTAIVSIAELPLPPSPTTVSSVARSTIAAPTSSALSSQPIFTTAIDDR.... The miRNA is cel-miR-85-3p with sequence UACAAAGUAUUUGAAAAGUCGUGC. (3) The miRNA is mmu-miR-672-3p with sequence ACACACAGUCACUAUCUUCGA. The protein sequence of the target gene is MGPPLPLLLLLLLPPPLPRALPAPASARGRQLPGRLGCLFEDGLCGSLETCVNDGVFGRCQKVPVMDTYRYEVPPGALLHLKVTLQKLSRTGFTWQDDYTQRVIAQELANLPKAYLWHGEASGPARSLQQNADNEKWFSLEREVALAKTLRRYLPYLELLSQTPTANAHSRIDHETRPAKGEDSSPENILTYVAHTSALTYPPATRAKYPDNLLRPFSRLQPDELSPKVDGDIDKQKLIAALGAYTAQRLPGENDPEPRYLVHGSARAPRPFSATALSQRWPPPPGDAKDSPSMDDDTLL.... Result: 0 (no interaction). (4) The miRNA is cel-miR-229-5p with sequence AAUGACACUGGUUAUCUUUUCCAUCG. The protein sequence of the target gene is MVAEVDSMPAASSVKKPFVLRSKMGKWCRHCFPCCRGSGKSNVGTSGDQDDSTMKTLRSKMGKWCCHCFPCCRGSGKSNVGAWGDYDDSAFVEPRYHVRREDLDKLHRAAWWGKVARKDLIVMLRDTDVNKQDKQKRTALHLASANGNSGVVKLLLDRRCQLNVLDNKKRTALTKAVQCQEDECALMLLEHGTDPNIPDEYGNTTLHYAIYNEDKLMAKALLLYGADIESKNKHGLTPLLLGVHEQKQQVVKFLIKKKANLNALDRYGRTALILAVCCGSASIVSLLLEQNIDVSSQDLS.... Result: 0 (no interaction). (5) The miRNA is cel-miR-253-5p with sequence CUUUUCACACACCUCACUAACA. The protein sequence of the target gene is MSDWSALHQLLEKVQPYSTAGGKVWIKVLFIFRILLLGTAIESAWSDEQFEFHCNTQQPGCENVCYDHAFPISHVRLWVLQVIFVSVPILLYLAHVYYVVRQNKKLNKQEEELEAAHFNEASVERHLETIAGEQFKCGSEEQSKVKMRGRLLLTYMASIFFKSVFEMAFLLIQWYIYGFTLSALYICEQSPCPRRVDCFLSRPTEKTIFILFMFVVSVVSFVLDIIELFYVLFKAIKNRMRKAEDEVYCDELPCPSHVSSSTVLTTIDSSEQAVPVELSSVCI. Result: 0 (no interaction). (6) The miRNA is hsa-miR-340-5p with sequence UUAUAAAGCAAUGAGACUGAUU. The protein sequence of the target gene is MSVSRTMEDSCELDLVYVTERIIAVSFPSTANEENFRSNLREVAQMLKSKHGGNYLLFNLSERRPDITKLHAKVLEFGWPDLHTPALEKICSICKAMDTWLNADPHNVVVLHNKGNRGRIGVVIAAYMHYSNISASADQALDRFAMKRFYEDKIVPIGQPSQRRYVHYFSGLLSGSIKMNNKPLFLHHVIMHGIPNFESKGGCRPFLRIYQAMQPVYTSGIYNIPGDSQTSVCITIEPGLLLKGDILLKCYHKKFRSPARDVIFRVQFHTCAIHDLGVVFGKEDLDDAFKDDRFPEYGKV.... Result: 1 (interaction). (7) The miRNA is mmu-miR-455-3p with sequence GCAGUCCACGGGCAUAUACAC. The protein sequence of the target gene is MAQQRALPQSKETLLQSYNKRLKDDIKSIMDNFTEIIKTAKIEDETQVSRATQGEQDNYEMHVRAANIVRAGESLMKLVSDLKQFLILNDFPSVNEAIDQRNQQLRTLQEECDRKLITLRDEISIDLYELEEEYYSSSSSLCEANDLPLCEAYGRLDLDTDSADGLSAPLLASPEPSAGPLQVAAPAHSHAGGPGPTEHA. Result: 0 (no interaction).